Dataset: Reaction yield outcomes from USPTO patents with 853,638 reactions. Task: Predict the reaction yield, written as a fraction of the theoretical maximum amount of product (1.0 means a 100% yield; for example, 0.34 means a 34% yield). (1) The reactants are C([N:8]1[C:12]2[N:13]=[CH:14][C:15]3[CH:16]=[C:17]([C:23]4[C:24]([F:37])=[C:25]([NH:30][S:31]([CH2:34][CH2:35][CH3:36])(=[O:33])=[O:32])[CH:26]=[CH:27][C:28]=4[F:29])[C:18]([O:21][CH3:22])=[CH:19][C:20]=3[C:11]=2[CH:10]=[N:9]1)C1C=CC=CC=1.[NH4+]. The catalyst is C(O)=O.[OH-].[OH-].[Pd+2]. The product is [F:37][C:24]1[C:23]([C:17]2[C:18]([O:21][CH3:22])=[CH:19][C:20]3[C:11]4[CH:10]=[N:9][NH:8][C:12]=4[N:13]=[CH:14][C:15]=3[CH:16]=2)=[C:28]([F:29])[CH:27]=[CH:26][C:25]=1[NH:30][S:31]([CH2:34][CH2:35][CH3:36])(=[O:32])=[O:33]. The yield is 0.410. (2) The reactants are Cl[C:2]1[N:7]=[CH:6][C:5]([C:8]([O:10][CH3:11])=[O:9])=[CH:4][N:3]=1.[CH2:12]([C:16]1[CH:21]=[CH:20][C:19](B(O)O)=[CH:18][CH:17]=1)[CH2:13][CH2:14][CH3:15].C(=O)([O-])[O-].[Na+].[Na+].[Cl-].[Li+]. The catalyst is O1CCOCC1.O.C1C=CC(P(C2C=CC=CC=2)[C-]2C=CC=C2)=CC=1.C1C=CC(P(C2C=CC=CC=2)[C-]2C=CC=C2)=CC=1.Cl[Pd]Cl.[Fe+2]. The product is [CH2:12]([C:16]1[CH:21]=[CH:20][C:19]([C:2]2[N:7]=[CH:6][C:5]([C:8]([O:10][CH3:11])=[O:9])=[CH:4][N:3]=2)=[CH:18][CH:17]=1)[CH2:13][CH2:14][CH3:15]. The yield is 0.520. (3) The reactants are [CH3:1][O:2][C:3]([CH:5]1[C:10](=[O:11])[CH2:9][CH2:8][N:7]([C:12]([O:14][C:15]([CH3:18])([CH3:17])[CH3:16])=[O:13])[CH2:6]1)=[O:4].[H-].[Na+].[CH3:21]I. The catalyst is O1CCCC1. The product is [CH3:1][O:2][C:3]([C:5]1([CH3:21])[C:10](=[O:11])[CH2:9][CH2:8][N:7]([C:12]([O:14][C:15]([CH3:18])([CH3:17])[CH3:16])=[O:13])[CH2:6]1)=[O:4]. The yield is 0.520. (4) The reactants are [CH2:1]([C:3]([C:21]1[CH:26]=[CH:25][C:24]([OH:27])=[C:23]([CH3:28])[CH:22]=1)([C:6]1[CH:11]=[CH:10][C:9]([CH2:12][CH2:13][CH:14]([OH:19])[C:15]([CH3:18])([CH3:17])[CH3:16])=[C:8]([CH3:20])[CH:7]=1)[CH2:4][CH3:5])[CH3:2].Br[CH2:30][CH2:31][CH2:32][CH2:33][N:34]1[C:38](=[O:39])[C:37]2=[CH:40][CH:41]=[CH:42][CH:43]=[C:36]2[C:35]1=[O:44]. No catalyst specified. The product is [CH2:1]([C:3]([C:21]1[CH:26]=[CH:25][C:24]([O:27][CH2:30][CH2:31][CH2:32][CH2:33][N:34]2[C:38](=[O:39])[C:37]3[C:36](=[CH:43][CH:42]=[CH:41][CH:40]=3)[C:35]2=[O:44])=[C:23]([CH3:28])[CH:22]=1)([C:6]1[CH:11]=[CH:10][C:9]([CH2:12][CH2:13][CH:14]([OH:19])[C:15]([CH3:17])([CH3:18])[CH3:16])=[C:8]([CH3:20])[CH:7]=1)[CH2:4][CH3:5])[CH3:2]. The yield is 0.970. (5) The reactants are [Cl:1][C:2]1[S:6][C:5]([S:7](Cl)(=[O:9])=[O:8])=[CH:4][CH:3]=1.[OH-].[NH4+:12]. The catalyst is C(#N)C. The product is [Cl:1][C:2]1[S:6][C:5]([S:7]([NH2:12])(=[O:9])=[O:8])=[CH:4][CH:3]=1. The yield is 0.910. (6) The reactants are C([O:4][C:5]1[CH:13]=[C:12]2[C:8]([CH:9]=[N:10][NH:11]2)=[CH:7][CH:6]=1)C=C.Cl[C:15]1[CH:20]=CC=C[C:16]=1Cl. No catalyst specified. The product is [CH2:20]([C:13]1[C:5]([OH:4])=[CH:6][CH:7]=[C:8]2[C:12]=1[NH:11][N:10]=[CH:9]2)[CH:15]=[CH2:16]. The yield is 0.600. (7) The reactants are [C:1]([O:5][C:6]([NH:8][C@@H:9]([CH2:15][CH2:16][C:17](=[O:21])[CH:18]=[N+]=[N-])[C:10]([O:12][CH2:13][CH3:14])=[O:11])=[O:7])([CH3:4])([CH3:3])[CH3:2]. The catalyst is C(Cl)Cl. The product is [O:21]=[C:17]1[CH2:18][N:8]([C:6]([O:5][C:1]([CH3:4])([CH3:3])[CH3:2])=[O:7])[C@H:9]([C:10]([O:12][CH2:13][CH3:14])=[O:11])[CH2:15][CH2:16]1. The yield is 0.550. (8) The reactants are [NH2:1][C:2]1[C:7](Br)=[N:6][C:5]([Br:9])=[CH:4][N:3]=1.Cl.Cl.[NH2:12][CH:13]1[CH2:18][CH2:17][CH2:16][N:15]([CH3:19])[CH2:14]1. No catalyst specified. The product is [Br:9][C:5]1[N:6]=[C:7]([NH:12][CH:13]2[CH2:18][CH2:17][CH2:16][N:15]([CH3:19])[CH2:14]2)[C:2]([NH2:1])=[N:3][CH:4]=1. The yield is 0.250.